This data is from Forward reaction prediction with 1.9M reactions from USPTO patents (1976-2016). The task is: Predict the product of the given reaction. (1) Given the reactants [NH2:1][C:2]1[CH:11]=[CH:10][C:5]([C:6]([O:8][CH3:9])=[O:7])=[C:4]([Cl:12])[C:3]=1[C:13]#[C:14][Si:15]([CH3:18])([CH3:17])[CH3:16].NC1C(CC(C)C)=[CH:28][C:23]([C:24](OC)=O)=[C:22](Cl)C=1I.NC1C=CC(C(OC)=O)=C(Cl)C=1I.NC1C(I)=CC(C(OC)=O)=C(Cl)C=1, predict the reaction product. The product is: [NH2:1][C:2]1[C:11]([CH2:22][CH:23]([CH3:28])[CH3:24])=[CH:10][C:5]([C:6]([O:8][CH3:9])=[O:7])=[C:4]([Cl:12])[C:3]=1[C:13]#[C:14][Si:15]([CH3:16])([CH3:18])[CH3:17]. (2) Given the reactants [Br:1][CH2:2][CH2:3][CH2:4][OH:5].[H-].[Na+].[F:8][C:9]1[CH:16]=[CH:15][CH:14]=[CH:13][C:10]=1[CH2:11]Br, predict the reaction product. The product is: [Br:1][CH2:2][CH2:3][CH2:4][O:5][CH2:11][C:10]1[CH:13]=[CH:14][CH:15]=[CH:16][C:9]=1[F:8]. (3) Given the reactants [OH:1][CH2:2][CH:3]([CH2:7][CH2:8][CH2:9][OH:10])[CH2:4][CH2:5][OH:6].[C:11]1([CH3:21])[CH:16]=[CH:15][C:14]([S:17](Cl)(=[O:19])=[O:18])=[CH:13][CH:12]=1, predict the reaction product. The product is: [S:17]([O:6][CH2:5][CH2:4][CH:3]([CH2:2][O:1][S:17]([C:14]1[CH:15]=[CH:16][C:11]([CH3:21])=[CH:12][CH:13]=1)(=[O:19])=[O:18])[CH2:7][CH2:8][CH2:9][O:10][S:17]([C:14]1[CH:15]=[CH:16][C:11]([CH3:21])=[CH:12][CH:13]=1)(=[O:19])=[O:18])([C:14]1[CH:15]=[CH:16][C:11]([CH3:21])=[CH:12][CH:13]=1)(=[O:19])=[O:18]. (4) Given the reactants Br[C:2]1[N:7]=[C:6]([NH:8][C:9]([C:11]2([C:14]3[CH:22]=[CH:21][C:17]4[O:18][CH2:19][O:20][C:16]=4[CH:15]=3)[CH2:13][CH2:12]2)=[O:10])[CH:5]=[CH:4][CH:3]=1.[CH3:23][N:24]([CH3:34])[C:25]1[CH:30]=[CH:29][C:28](B(O)O)=[CH:27][CH:26]=1.C(=O)([O-])[O-].[K+].[K+], predict the reaction product. The product is: [CH3:23][N:24]([CH3:34])[C:25]1[CH:30]=[CH:29][C:28]([C:2]2[N:7]=[C:6]([NH:8][C:9]([C:11]3([C:14]4[CH:22]=[CH:21][C:17]5[O:18][CH2:19][O:20][C:16]=5[CH:15]=4)[CH2:13][CH2:12]3)=[O:10])[CH:5]=[CH:4][CH:3]=2)=[CH:27][CH:26]=1. (5) Given the reactants [CH3:1][C:2]1[CH:7]=[C:6]([CH3:8])[NH:5][C:4](=[O:9])[C:3]=1[CH2:10][NH:11][C:12]([C:14]1[C:15]2[CH:34]=[N:33][N:32]([CH:35]([CH3:37])[CH3:36])[C:16]=2[N:17]=[C:18]([C:20]2[CH2:21][CH2:22][N:23]([CH:26]3[CH2:31][CH2:30][NH:29][CH2:28][CH2:27]3)[CH2:24][CH:25]=2)[CH:19]=1)=[O:13].[CH:38]([S:40]([CH3:43])(=[O:42])=[O:41])=[CH2:39], predict the reaction product. The product is: [CH3:1][C:2]1[CH:7]=[C:6]([CH3:8])[NH:5][C:4](=[O:9])[C:3]=1[CH2:10][NH:11][C:12]([C:14]1[C:15]2[CH:34]=[N:33][N:32]([CH:35]([CH3:37])[CH3:36])[C:16]=2[N:17]=[C:18]([C:20]2[CH2:21][CH2:22][N:23]([CH:26]3[CH2:27][CH2:28][N:29]([CH2:39][CH2:38][S:40]([CH3:43])(=[O:42])=[O:41])[CH2:30][CH2:31]3)[CH2:24][CH:25]=2)[CH:19]=1)=[O:13]. (6) Given the reactants [C:1]([NH:5][S:6]([CH2:9][CH2:10][CH2:11]Cl)(=[O:8])=[O:7])([CH3:4])([CH3:3])[CH3:2].[Li][CH2:14]CCC.CI, predict the reaction product. The product is: [C:1]([NH:5][S:6]([C:9]1([CH3:14])[CH2:11][CH2:10]1)(=[O:8])=[O:7])([CH3:4])([CH3:3])[CH3:2].